Dataset: Catalyst prediction with 721,799 reactions and 888 catalyst types from USPTO. Task: Predict which catalyst facilitates the given reaction. (1) Reactant: [CH:1](=[O:9])[C:2]1[C:3](=[CH:5][CH:6]=[CH:7][CH:8]=1)[OH:4].[CH2:10](Br)[C:11]1[CH:16]=[CH:15][CH:14]=[CH:13][CH:12]=1.C(=O)([O-])[O-].[K+].[K+]. Product: [CH2:10]([O:4][C:3]1[CH:5]=[CH:6][CH:7]=[CH:8][C:2]=1[CH:1]=[O:9])[C:11]1[CH:16]=[CH:15][CH:14]=[CH:13][CH:12]=1. The catalyst class is: 9. (2) Reactant: [CH3:1][O:2][C:3](=[O:28])[C:4]1[CH:9]=[C:8](I)[CH:7]=[C:6]([C:11](=[O:27])[C:12]2[CH:17]=[CH:16][C:15]([N:18]([C:20]3[CH:25]=[CH:24][C:23]([Cl:26])=[CH:22][CH:21]=3)[CH3:19])=[CH:14][N:13]=2)[CH:5]=1.[F:29][C:30]([F:41])([F:40])[C:31]1[CH:32]=[C:33]([CH:37]=[CH:38][CH:39]=1)[C:34]([NH2:36])=[O:35].CNCCNC.C([O-])([O-])=O.[Cs+].[Cs+]. Product: [CH3:1][O:2][C:3](=[O:28])[C:4]1[CH:9]=[C:8]([NH:36][C:34](=[O:35])[C:33]2[CH:37]=[CH:38][CH:39]=[C:31]([C:30]([F:40])([F:41])[F:29])[CH:32]=2)[CH:7]=[C:6]([C:11](=[O:27])[C:12]2[CH:17]=[CH:16][C:15]([N:18]([C:20]3[CH:25]=[CH:24][C:23]([Cl:26])=[CH:22][CH:21]=3)[CH3:19])=[CH:14][N:13]=2)[CH:5]=1. The catalyst class is: 509. (3) Reactant: [OH:1][C:2]1[CH:7]=[CH:6][C:5]([C:8]2[N:16]([CH2:17][O:18][CH2:19][CH2:20][Si:21]([CH3:24])([CH3:23])[CH3:22])[C:15]3[C:14](=[O:25])[N:13]([CH2:26][CH2:27][CH3:28])[CH:12]=[N:11][C:10]=3[N:9]=2)=[CH:4][CH:3]=1.C(=O)([O-])[O-].[K+].[K+].Cl[CH2:36][C:37]([NH:39][C:40]1[CH:45]=[CH:44][C:43]([C:46]#[N:47])=[CH:42][CH:41]=1)=[O:38]. Product: [C:46]([C:43]1[CH:42]=[CH:41][C:40]([NH:39][C:37](=[O:38])[CH2:36][O:1][C:2]2[CH:3]=[CH:4][C:5]([C:8]3[N:16]([CH2:17][O:18][CH2:19][CH2:20][Si:21]([CH3:23])([CH3:22])[CH3:24])[C:15]4[C:14](=[O:25])[N:13]([CH2:26][CH2:27][CH3:28])[CH:12]=[N:11][C:10]=4[N:9]=3)=[CH:6][CH:7]=2)=[CH:45][CH:44]=1)#[N:47]. The catalyst class is: 21.